Dataset: Full USPTO retrosynthesis dataset with 1.9M reactions from patents (1976-2016). Task: Predict the reactants needed to synthesize the given product. (1) Given the product [CH3:45][N:46]([CH3:51])[CH2:47][CH2:48][N:49]([C:33]([O:25][C:22]1[CH:23]=[CH:24][C:19]([C:18]2[C:9]([CH2:8][O:7][C:6]3[CH:31]=[C:2]([F:1])[CH:3]=[CH:4][C:5]=3[CH3:32])=[C:10]3[C:15](=[CH:16][CH:17]=2)[NH:14][C:13]([CH3:28])([CH3:29])[CH:12]=[C:11]3[CH3:30])=[C:20]([O:26][CH3:27])[CH:21]=1)=[O:34])[CH3:50], predict the reactants needed to synthesize it. The reactants are: [F:1][C:2]1[CH:3]=[CH:4][C:5]([CH3:32])=[C:6]([CH:31]=1)[O:7][CH2:8][C:9]1[C:18]([C:19]2[CH:24]=[CH:23][C:22]([OH:25])=[CH:21][C:20]=2[O:26][CH3:27])=[CH:17][CH:16]=[C:15]2[C:10]=1[C:11]([CH3:30])=[CH:12][C:13]([CH3:29])([CH3:28])[NH:14]2.[C:33](N1C=CN=C1)(N1C=CN=C1)=[O:34].[CH3:45][N:46]([CH3:51])[CH2:47][CH2:48][NH:49][CH3:50]. (2) Given the product [CH3:12][O:11][C:7]1[C:5]2[N:6]=[C:2]([NH:1][C:19]([C:17]3[S:18][C:14]([CH3:13])=[CH:15][CH:16]=3)=[O:20])[S:3][C:4]=2[CH:10]=[CH:9][CH:8]=1, predict the reactants needed to synthesize it. The reactants are: [NH2:1][C:2]1[S:3][C:4]2[CH:10]=[CH:9][CH:8]=[C:7]([O:11][CH3:12])[C:5]=2[N:6]=1.[CH3:13][C:14]1[S:18][C:17]([C:19](Cl)=[O:20])=[CH:16][CH:15]=1.